Dataset: CYP2D6 inhibition data for predicting drug metabolism from PubChem BioAssay. Task: Regression/Classification. Given a drug SMILES string, predict its absorption, distribution, metabolism, or excretion properties. Task type varies by dataset: regression for continuous measurements (e.g., permeability, clearance, half-life) or binary classification for categorical outcomes (e.g., BBB penetration, CYP inhibition). Dataset: cyp2d6_veith. (1) The molecule is COc1ccc(CCNC[C@H](O)c2ccc(O)cc2)cc1OC. The result is 0 (non-inhibitor). (2) The drug is COc1ccc2c(c1OC)CN1CCc3cc4c(cc3[C@H]1C2)OCO4. The result is 1 (inhibitor). (3) The drug is COc1cccc([C@H]2Oc3ccc(OC)cc3/C(=N\O[C@@H](C)c3cn([C@H](CO)Cc4ccccc4)nn3)[C@@H]2O)c1. The result is 0 (non-inhibitor). (4) The molecule is CCNc1ncc2nc(-c3ccc(OC)cc3)c(=O)n(-c3ccc(OC)cc3)c2n1. The result is 0 (non-inhibitor).